Task: Regression. Given a peptide amino acid sequence and an MHC pseudo amino acid sequence, predict their binding affinity value. This is MHC class I binding data.. Dataset: Peptide-MHC class I binding affinity with 185,985 pairs from IEDB/IMGT (1) The peptide sequence is VLPHLCLDYK. The MHC is HLA-A02:06 with pseudo-sequence HLA-A02:06. The binding affinity (normalized) is 0.0837. (2) The peptide sequence is VVYMDMGVR. The MHC is HLA-B51:01 with pseudo-sequence HLA-B51:01. The binding affinity (normalized) is 0.0847. (3) The peptide sequence is LFYPSMFTLR. The MHC is HLA-A11:01 with pseudo-sequence HLA-A11:01. The binding affinity (normalized) is 0.178. (4) The peptide sequence is EEMIKKSEIYV. The MHC is Mamu-A11 with pseudo-sequence Mamu-A11. The binding affinity (normalized) is 0.272. (5) The peptide sequence is KFFPSSSYR. The MHC is HLA-B27:05 with pseudo-sequence HLA-B27:05. The binding affinity (normalized) is 0.0847. (6) The peptide sequence is IELPEKDSW. The MHC is HLA-C06:02 with pseudo-sequence HLA-C06:02. The binding affinity (normalized) is 0. (7) The peptide sequence is FLQQRKPPL. The MHC is HLA-B18:01 with pseudo-sequence HLA-B18:01. The binding affinity (normalized) is 0.0847.